From a dataset of Full USPTO retrosynthesis dataset with 1.9M reactions from patents (1976-2016). Predict the reactants needed to synthesize the given product. Given the product [F:1][C:2]([F:7])([F:6])[C:3]1[NH:17][C:15](=[O:16])[C:11]2[N:12]=[CH:13][NH:14][C:10]=2[N:5]=1, predict the reactants needed to synthesize it. The reactants are: [F:1][C:2]([F:7])([F:6])[C:3]([NH2:5])=O.Cl.N[C:10]1[NH:14][CH:13]=[N:12][C:11]=1[C:15]([NH2:17])=[O:16].